Dataset: Reaction yield outcomes from USPTO patents with 853,638 reactions. Task: Predict the reaction yield, written as a fraction of the theoretical maximum amount of product (1.0 means a 100% yield; for example, 0.34 means a 34% yield). The reactants are [C:1]([O:5][C:6]([N:8]([C:21]1[CH:26]=[CH:25][C:24]([F:27])=[C:23]([Cl:28])[CH:22]=1)[C:9]1[C:17]2[C:12](=[CH:13][N:14]=[CH:15][CH:16]=2)[S:11][C:10]=1C(O)=O)=[O:7])([CH3:4])([CH3:3])[CH3:2].C1C=CC(P([N:43]=[N+]=[N-])(C2C=CC=CC=2)=O)=CC=1.CCN(C(C)C)C(C)C.[C:55]([O-:58])(O)=[O:56].[Na+].[C:60](O)([CH3:63])([CH3:62])[CH3:61]. The catalyst is O. The product is [C:60]([O:58][C:55]([NH:43][C:10]1[S:11][C:12]2=[CH:13][N:14]=[CH:15][CH:16]=[C:17]2[C:9]=1[N:8]([C:21]1[CH:26]=[CH:25][C:24]([F:27])=[C:23]([Cl:28])[CH:22]=1)[C:6](=[O:7])[O:5][C:1]([CH3:2])([CH3:4])[CH3:3])=[O:56])([CH3:63])([CH3:62])[CH3:61]. The yield is 0.430.